Dataset: Forward reaction prediction with 1.9M reactions from USPTO patents (1976-2016). Task: Predict the product of the given reaction. (1) Given the reactants Br[C:2]1[CH:3]=[C:4]([CH:17]=[C:18]([C:20]2[CH:25]=[CH:24][C:23]([CH3:26])=[CH:22][N:21]=2)[CH:19]=1)[C:5]([NH:7][C@@H:8]([C:10]1[CH:11]=[N:12][C:13]([CH3:16])=[N:14][CH:15]=1)[CH3:9])=[O:6].[C:27]([C:29]1[CH:34]=[CH:33][CH:32]=[CH:31][C:30]=1B(O)O)#[N:28].C(=O)([O-])[O-].[Cs+].[Cs+].O.CN(C)C=O, predict the reaction product. The product is: [CH3:16][C:13]1[N:12]=[CH:11][C:10]([C@H:8]([NH:7][C:5]([C:4]2[CH:3]=[C:2]([C:30]3[CH:31]=[CH:32][CH:33]=[CH:34][C:29]=3[C:27]#[N:28])[CH:19]=[C:18]([C:20]3[CH:25]=[CH:24][C:23]([CH3:26])=[CH:22][N:21]=3)[CH:17]=2)=[O:6])[CH3:9])=[CH:15][N:14]=1. (2) Given the reactants [Cl:1][C:2]1[C:10]2[N:9]=[C:8]([NH:11][C:12]3[CH:17]=[CH:16][C:15]([Cl:18])=[CH:14][C:13]=3[Cl:19])[N:7]([CH2:20][C:21]([O:23]C(C)C)=[O:22])[C:6]=2[C:5]([CH:27]([CH2:30][CH3:31])[CH2:28][CH3:29])=[CH:4][CH:3]=1.[OH-].[Na+], predict the reaction product. The product is: [Cl:1][C:2]1[C:10]2[N:9]=[C:8]([NH:11][C:12]3[CH:17]=[CH:16][C:15]([Cl:18])=[CH:14][C:13]=3[Cl:19])[N:7]([CH2:20][C:21]([OH:23])=[O:22])[C:6]=2[C:5]([CH:27]([CH2:30][CH3:31])[CH2:28][CH3:29])=[CH:4][CH:3]=1. (3) Given the reactants [Cl:1][C:2]1[C:10]([C:11]2[CH:16]=[CH:15][C:14]([Cl:17])=[CH:13][CH:12]=2)=[CH:9][C:5]([C:6]([OH:8])=O)=[CH:4][N:3]=1.Cl.[NH2:19][C@@H:20]1[CH2:25][CH2:24][CH2:23][CH2:22][C@H:21]1[OH:26].CN(C(ON1N=NC2C=CC=CC1=2)=[N+](C)C)C.[B-](F)(F)(F)F.C(N(C(C)C)C(C)C)C, predict the reaction product. The product is: [Cl:1][C:2]1[C:10]([C:11]2[CH:16]=[CH:15][C:14]([Cl:17])=[CH:13][CH:12]=2)=[CH:9][C:5]([C:6]([NH:19][C@@H:20]2[CH2:25][CH2:24][CH2:23][CH2:22][C@H:21]2[OH:26])=[O:8])=[CH:4][N:3]=1. (4) Given the reactants [CH2:1]([O:8][N:9]1[C:15](=[O:16])[N:14]2[CH2:17][C@H:10]1[CH2:11][CH2:12][C@H:13]2[C:18]([O:20]N1C(=O)CCC1=O)=O)[C:2]1[CH:7]=[CH:6][CH:5]=[CH:4][CH:3]=1.[NH3:28].O.CCCCCC.C(OCC)(=O)C, predict the reaction product. The product is: [CH2:1]([O:8][N:9]1[C:15](=[O:16])[N:14]2[CH2:17][C@H:10]1[CH2:11][CH2:12][C@H:13]2[C:18]([NH2:28])=[O:20])[C:2]1[CH:3]=[CH:4][CH:5]=[CH:6][CH:7]=1. (5) Given the reactants [Cl:1][CH2:2][CH2:3][C:4]([N:6]([CH2:13][C:14]([NH:16][CH2:17][CH3:18])=O)[C:7]1[CH:12]=[CH:11][CH:10]=[CH:9][CH:8]=1)=O.B.C1COCC1.Cl.B, predict the reaction product. The product is: [Cl:1][CH2:2][CH2:3][CH2:4][N:6]([CH2:13][CH2:14][NH:16][CH2:17][CH3:18])[C:7]1[CH:12]=[CH:11][CH:10]=[CH:9][CH:8]=1. (6) Given the reactants [H-].[Na+].[Cl:3][C:4]1[CH:9]=[C:8]([NH:10][C:11]2[CH:16]=[CH:15][CH:14]=[C:13]([F:17])[CH:12]=2)[N:7]=[CH:6][N:5]=1.I[CH2:19][CH3:20].[Cl-].[NH4+], predict the reaction product. The product is: [Cl:3][C:4]1[CH:9]=[C:8]([N:10]([CH2:19][CH3:20])[C:11]2[CH:16]=[CH:15][CH:14]=[C:13]([F:17])[CH:12]=2)[N:7]=[CH:6][N:5]=1. (7) Given the reactants [NH2:1][C:2]1[CH:10]=[CH:9][CH:8]=[C:7]2[C:3]=1[C:4]1([C:24]3[C:15](=[CH:16][C:17]4[O:22][CH2:21][CH2:20][O:19][C:18]=4[CH:23]=3)[O:14][CH2:13]1)[C:5](=[O:12])[N:6]2[CH3:11].[CH:25]1([C:29](Cl)=[O:30])[CH2:28][CH2:27][CH2:26]1, predict the reaction product. The product is: [CH3:11][N:6]1[C:7]2[C:3](=[C:2]([NH:1][C:29]([CH:25]3[CH2:28][CH2:27][CH2:26]3)=[O:30])[CH:10]=[CH:9][CH:8]=2)[C:4]2([C:24]3[C:15](=[CH:16][C:17]4[O:22][CH2:21][CH2:20][O:19][C:18]=4[CH:23]=3)[O:14][CH2:13]2)[C:5]1=[O:12]. (8) The product is: [CH3:1][C@H:2]1[CH2:7][CH2:6][C@H:5]([CH:8]=[O:9])[CH2:4][CH2:3]1. Given the reactants [CH3:1][C@H:2]1[CH2:7][CH2:6][C@H:5]([C:8](OC)=[O:9])[CH2:4][CH2:3]1.[Si](C=[N+]=[N-])(C)(C)C, predict the reaction product.